Task: Predict the reactants needed to synthesize the given product.. Dataset: Full USPTO retrosynthesis dataset with 1.9M reactions from patents (1976-2016) (1) Given the product [Cl:1][C:2]1[C:7]2[N:8]([CH2:18][CH:19]([CH3:21])[CH3:20])[C:9]([C:11]3[CH:16]=[CH:15][C:14]([NH:22][C:23]4[CH:28]=[CH:27][C:26]([CH3:29])=[CH:25][CH:24]=4)=[N:13][CH:12]=3)=[N:10][C:6]=2[CH:5]=[CH:4][CH:3]=1, predict the reactants needed to synthesize it. The reactants are: [Cl:1][C:2]1[C:7]2[N:8]([CH2:18][CH:19]([CH3:21])[CH3:20])[C:9]([C:11]3[CH:12]=[N:13][C:14](Cl)=[CH:15][CH:16]=3)=[N:10][C:6]=2[CH:5]=[CH:4][CH:3]=1.[NH2:22][C:23]1[CH:28]=[CH:27][C:26]([CH3:29])=[CH:25][CH:24]=1. (2) Given the product [Cl:1][C:2]1[S:28][C:5]2[NH:6][C:7](=[O:27])[C:8]([C:11]3[CH:16]=[CH:15][CH:14]=[C:13]([C:17](=[O:26])[C:18]4[CH:23]=[CH:22][C:21]([OH:24])=[CH:20][CH:19]=4)[CH:12]=3)=[C:9]([OH:10])[C:4]=2[C:3]=1[CH3:29], predict the reactants needed to synthesize it. The reactants are: [Cl:1][C:2]1[S:28][C:5]2[NH:6][C:7](=[O:27])[C:8]([C:11]3[CH:16]=[CH:15][CH:14]=[C:13]([C:17](=[O:26])[C:18]4[CH:23]=[CH:22][C:21]([O:24]C)=[CH:20][CH:19]=4)[CH:12]=3)=[C:9]([OH:10])[C:4]=2[C:3]=1[CH3:29].Cl.N1C=CC=CC=1. (3) Given the product [C:36]([O:35][C:33](=[O:40])[NH:19][CH:17]([C:7]1[N:8]([CH:11]2[CH2:16][CH2:15][CH2:14][CH2:13][O:12]2)[C:9]2[C:5]([N:6]=1)=[C:4]([N:20]1[CH2:25][CH2:24][O:23][CH2:22][CH2:21]1)[N:3]=[C:2]([Cl:1])[N:10]=2)[CH3:18])([CH3:39])([CH3:38])[CH3:37], predict the reactants needed to synthesize it. The reactants are: [Cl:1][C:2]1[N:10]=[C:9]2[C:5]([N:6]=[C:7]([CH:17]([NH2:19])[CH3:18])[N:8]2[CH:11]2[CH2:16][CH2:15][CH2:14][CH2:13][O:12]2)=[C:4]([N:20]2[CH2:25][CH2:24][O:23][CH2:22][CH2:21]2)[N:3]=1.C(N(CC)CC)C.[C:33](=[O:40])([O:35][C:36]([CH3:39])([CH3:38])[CH3:37])N.[C:33](=[O:40])([O:35][C:36]([CH3:39])([CH3:38])[CH3:37])N. (4) Given the product [C:13]([NH:12][C:6]1[N:7]=[CH:8][C:9]2[C:4]([CH:5]=1)=[CH:3][C:2]([NH:1][CH:17]([C:22]1[CH:27]=[CH:26][C:25]([O:28][CH:29]([CH3:31])[CH3:30])=[C:24]([O:32][CH2:33][CH3:34])[CH:23]=1)[C:18]([O:20][CH3:21])=[O:19])=[CH:11][CH:10]=2)(=[O:15])[CH3:14], predict the reactants needed to synthesize it. The reactants are: [NH2:1][C:2]1[CH:3]=[C:4]2[C:9](=[CH:10][CH:11]=1)[CH:8]=[N:7][C:6]([NH:12][C:13](=[O:15])[CH3:14])=[CH:5]2.Cl[CH:17]([C:22]1[CH:27]=[CH:26][C:25]([O:28][CH:29]([CH3:31])[CH3:30])=[C:24]([O:32][CH2:33][CH3:34])[CH:23]=1)[C:18]([O:20][CH3:21])=[O:19].C(N(CC)C(C)C)(C)C. (5) Given the product [Cl:16][C:17]1[CH:22]=[CH:21][C:20]([NH:23][C:24]([C@@:26]23[C:32]([CH3:33])([CH3:34])[C@@:29]([CH3:35])([CH2:30][CH2:31]2)[C:28](=[O:36])[O:27]3)=[O:25])=[C:19]([C@@:37]([OH:42])([C:15]#[C:14][CH:11]2[CH2:13][CH2:12]2)[C:38]([F:39])([F:40])[F:41])[CH:18]=1, predict the reactants needed to synthesize it. The reactants are: [Li+].C[Si]([N-][Si](C)(C)C)(C)C.[CH:11]1([C:14]#[CH:15])[CH2:13][CH2:12]1.[Cl:16][C:17]1[CH:22]=[CH:21][C:20]([NH:23][C:24]([C@@:26]23[C:32]([CH3:34])([CH3:33])[C@@:29]([CH3:35])([CH2:30][CH2:31]2)[C:28](=[O:36])[O:27]3)=[O:25])=[C:19]([C:37](=[O:42])[C:38]([F:41])([F:40])[F:39])[CH:18]=1. (6) Given the product [CH3:30][C:31]1([CH3:44])[O:32][CH2:33][CH:34]([C:37]2[CH:42]=[CH:41][C:40]([O:43][C:8]3[N:13]=[CH:12][N:11]=[C:10]([O:14][CH:15]4[CH2:20][CH2:19][N:18]([C:21]5[O:25][N:24]=[C:23]([CH:26]([CH3:28])[CH3:27])[N:22]=5)[CH2:17][CH2:16]4)[C:9]=3[CH3:29])=[CH:39][CH:38]=2)[CH2:35][O:36]1, predict the reactants needed to synthesize it. The reactants are: C(=O)([O-])[O-].[Cs+].[Cs+].Cl[C:8]1[N:13]=[CH:12][N:11]=[C:10]([O:14][CH:15]2[CH2:20][CH2:19][N:18]([C:21]3[O:25][N:24]=[C:23]([CH:26]([CH3:28])[CH3:27])[N:22]=3)[CH2:17][CH2:16]2)[C:9]=1[CH3:29].[CH3:30][C:31]1([CH3:44])[O:36][CH2:35][CH:34]([C:37]2[CH:42]=[CH:41][C:40]([OH:43])=[CH:39][CH:38]=2)[CH2:33][O:32]1.